Dataset: Reaction yield outcomes from USPTO patents with 853,638 reactions. Task: Predict the reaction yield, written as a fraction of the theoretical maximum amount of product (1.0 means a 100% yield; for example, 0.34 means a 34% yield). (1) The reactants are [NH2:1][C:2]1[N:3]=[CH:4][C:5]([C:8]2[C:9]([F:19])=[C:10]([OH:18])[C:11]([CH:14]3[CH2:17][CH2:16][CH2:15]3)=[CH:12][CH:13]=2)=[N:6][CH:7]=1.Br[CH2:21][C:22]([O:24][C:25]([CH3:28])([CH3:27])[CH3:26])=[O:23].[OH-].[K+]. The catalyst is CS(C)=O. The product is [NH2:1][C:2]1[N:3]=[CH:4][C:5]([C:8]2[C:9]([F:19])=[C:10]([C:11]([CH:14]3[CH2:15][CH2:16][CH2:17]3)=[CH:12][CH:13]=2)[O:18][CH2:21][C:22]([O:24][C:25]([CH3:28])([CH3:27])[CH3:26])=[O:23])=[N:6][CH:7]=1. The yield is 0.220. (2) The reactants are [C:1]([C:4]1[CH:5]=[C:6]([NH:10][C@@H:11]2[C@@:15]([CH2:17][O:18][C:19](=[O:28])[C:20]3[C:25]([CH3:26])=[CH:24][CH:23]=[CH:22][C:21]=3[OH:27])([OH:16])[C@@:14]([OH:30])([CH3:29])[C@:13]([NH:34][C:35]([N:37]([CH3:39])[CH3:38])=[O:36])([C@@H:31]([OH:33])[CH3:32])[C@H:12]2[NH:40]C(OCC2C=CC=CC=2)=O)[CH:7]=[CH:8][CH:9]=1)(=[O:3])[CH3:2]. The catalyst is [OH-].[OH-].[Pd+2].CO. The product is [CH3:26][C:25]1[C:20]([C:19]([O:18][CH2:17][C@:15]2([OH:16])[C@@:14]([OH:30])([CH3:29])[C@:13]([NH:34][C:35]([N:37]([CH3:39])[CH3:38])=[O:36])([C@@H:31]([OH:33])[CH3:32])[C@@H:12]([NH2:40])[C@@H:11]2[NH:10][C:6]2[CH:7]=[CH:8][CH:9]=[C:4]([C:1]([CH3:2])=[O:3])[CH:5]=2)=[O:28])=[C:21]([OH:27])[CH:22]=[CH:23][CH:24]=1. The yield is 0.820. (3) The reactants are [OH:1][C:2]1[CH:10]=[C:9]2[C:5]([CH:6]=[CH:7][NH:8]2)=[CH:4][CH:3]=1.[Si:11](Cl)([C:14]([CH3:17])([CH3:16])[CH3:15])([CH3:13])[CH3:12].N1C=CN=C1.CN(C)C=O. The catalyst is C(OCC)(=O)C. The product is [O:1]([C:2]1[CH:10]=[C:9]2[C:5]([CH:6]=[CH:7][NH:8]2)=[CH:4][CH:3]=1)[Si:11]([C:14]([CH3:17])([CH3:16])[CH3:15])([CH3:13])[CH3:12]. The yield is 0.880. (4) The reactants are I[CH2:2][C@@H:3]([CH3:18])[CH2:4][N:5]1[C:10]2[CH:11]=[C:12]([O:15][CH3:16])[CH:13]=[CH:14][C:9]=2[O:8][CH2:7][C:6]1=[O:17].[CH2:19]([CH:23]1[CH2:28][CH2:27][NH:26][CH2:25][CH2:24]1)[CH2:20][CH2:21][CH3:22]. The catalyst is CCCCCCC.CCOC(C)=O. The product is [CH2:19]([CH:23]1[CH2:28][CH2:27][N:26]([CH2:2][C@@H:3]([CH3:18])[CH2:4][N:5]2[C:10]3[CH:11]=[C:12]([O:15][CH3:16])[CH:13]=[CH:14][C:9]=3[O:8][CH2:7][C:6]2=[O:17])[CH2:25][CH2:24]1)[CH2:20][CH2:21][CH3:22]. The yield is 0.270.